Dataset: Forward reaction prediction with 1.9M reactions from USPTO patents (1976-2016). Task: Predict the product of the given reaction. (1) Given the reactants [F:1][C:2]([F:24])([F:23])[C:3]1[CH:4]=[C:5]([C:13]2[N:17]=[CH:16][N:15](/[CH:18]=[CH:19]\[C:20]([OH:22])=O)[N:14]=2)[CH:6]=[C:7]([C:9]([F:12])([F:11])[F:10])[CH:8]=1.[CH2:25]([N:27]1[CH2:32][CH2:31][N:30]([NH2:33])[CH2:29][CH2:28]1)[CH3:26].C(P1(=O)OP(CCC)(=O)OP(CCC)(=O)O1)CC.CCN(C(C)C)C(C)C, predict the reaction product. The product is: [F:11][C:9]([F:12])([F:10])[C:7]1[CH:6]=[C:5]([C:13]2[N:17]=[CH:16][N:15](/[CH:18]=[CH:19]\[C:20]([NH:33][N:30]3[CH2:31][CH2:32][N:27]([CH2:25][CH3:26])[CH2:28][CH2:29]3)=[O:22])[N:14]=2)[CH:4]=[C:3]([C:2]([F:24])([F:23])[F:1])[CH:8]=1. (2) Given the reactants [CH3:1][C:2]([N:7]([CH3:15])[CH2:8][CH:9]1[CH2:14][CH2:13][O:12][CH2:11][CH2:10]1)([CH3:6])[C:3]([OH:5])=O.CCN(C(C)C)C(C)C.CN(C(ON1N=NC2C=CC=NC1=2)=[N+](C)C)C.F[P-](F)(F)(F)(F)F.[H-].[Na+].[NH2:51][C:52]1[S:56][C:55]([C:57]([CH3:61])([CH3:60])[C:58]#[N:59])=[N:54][N:53]=1, predict the reaction product. The product is: [C:58]([C:57]([CH3:61])([CH3:60])[C:55]1[S:56][C:52]([NH:51][C:3](=[O:5])[C:2]([CH3:1])([N:7]([CH3:15])[CH2:8][CH:9]2[CH2:14][CH2:13][O:12][CH2:11][CH2:10]2)[CH3:6])=[N:53][N:54]=1)#[N:59].